Dataset: Full USPTO retrosynthesis dataset with 1.9M reactions from patents (1976-2016). Task: Predict the reactants needed to synthesize the given product. Given the product [CH2:16]([N:14]1[CH:15]=[C:11]([C:8]2[CH:9]=[C:10]3[C:5](=[CH:6][CH:7]=2)[NH:4][N:3]=[C:2]3[NH:1][C:39](=[O:41])[CH3:40])[N:12]=[N:13]1)[C:17]1[CH:22]=[CH:21][CH:20]=[CH:19][CH:18]=1, predict the reactants needed to synthesize it. The reactants are: [NH2:1][C:2]1[C:10]2[C:5](=[CH:6][CH:7]=[C:8]([C:11]3[N:12]=[N:13][N:14]([CH2:16][C:17]4[CH:22]=[CH:21][CH:20]=[CH:19][CH:18]=4)[CH:15]=3)[CH:9]=2)[N:4](C(OC(C)(C)C)=O)[N:3]=1.C(N(C(C)C)CC)(C)C.[C:39](Cl)(=[O:41])[CH3:40].Cl.